This data is from Full USPTO retrosynthesis dataset with 1.9M reactions from patents (1976-2016). The task is: Predict the reactants needed to synthesize the given product. (1) Given the product [C:1]([N:20]1[C:19]2[C:18](=[CH:17][C:16]([O:15][CH2:8][C:9]3[CH:10]=[CH:11][CH:12]=[CH:13][CH:14]=3)=[CH:22][CH:21]=2)[CH:23]=[N:24]1)(=[O:4])[CH3:2], predict the reactants needed to synthesize it. The reactants are: [C:1]([O:4]C(=O)C)(=O)[CH3:2].[CH2:8]([O:15][C:16]1[CH:22]=[CH:21][C:19]([NH2:20])=[C:18]([CH3:23])[CH:17]=1)[C:9]1[CH:14]=[CH:13][CH:12]=[CH:11][CH:10]=1.[N:24](OC(C)(C)C)=O. (2) Given the product [O:1]=[C:2]1[C:7]2[CH:8]=[CH:9][CH:10]=[CH:11][C:6]=2[S:5][C:4]([C:12]2[N:17]=[C:16]([CH2:18][O:19][CH2:20][CH2:21][C:22]([OH:24])=[O:23])[CH:15]=[CH:14][CH:13]=2)=[N:3]1, predict the reactants needed to synthesize it. The reactants are: [O:1]=[C:2]1[C:7]2[CH:8]=[CH:9][CH:10]=[CH:11][C:6]=2[S:5][C:4]([C:12]2[N:17]=[C:16]([CH2:18][O:19][CH2:20][CH2:21][C:22]([O:24]C(C)(C)C)=[O:23])[CH:15]=[CH:14][CH:13]=2)=[N:3]1.FC(F)(F)C(O)=O. (3) Given the product [F:13][C:10]1([F:14])[CH2:11][C:12]2[N:4]3[CH2:3][CH2:2][NH:1][C:15](=[O:17])[C:5]3=[CH:6][C:7]=2[CH2:8][CH2:9]1, predict the reactants needed to synthesize it. The reactants are: [NH2:1][CH2:2][CH2:3][N:4]1[C:12]2[CH2:11][C:10]([F:14])([F:13])[CH2:9][CH2:8][C:7]=2[CH:6]=[C:5]1[C:15]([O:17]CC)=O.C(O)(=O)C. (4) Given the product [F:33][C:27]1[C:28]([F:32])=[CH:29][CH:30]=[CH:31][C:26]=1[NH:25][C:23](=[O:24])[CH2:22][C:20]1[NH:19][N:18]=[C:17]([NH:16][C:2]2[C:11]3[C:6](=[CH:7][C:8]([O:14][CH3:15])=[CH:9][C:10]=3[O:12][CH3:13])[N:5]=[CH:4][N:3]=2)[CH:21]=1, predict the reactants needed to synthesize it. The reactants are: Cl[C:2]1[C:11]2[C:6](=[CH:7][C:8]([O:14][CH3:15])=[CH:9][C:10]=2[O:12][CH3:13])[N:5]=[CH:4][N:3]=1.[NH2:16][C:17]1[CH:21]=[C:20]([CH2:22][C:23]([NH:25][C:26]2[CH:31]=[CH:30][CH:29]=[C:28]([F:32])[C:27]=2[F:33])=[O:24])[NH:19][N:18]=1.C(OCC)C. (5) Given the product [Cl:33][C:23]1[CH:22]=[C:21]([CH2:20][C:17]2[O:16][C:15]([C:13]3[NH:1][C:2]4[CH:11]=[CH:10][C:5]([C:6]([O:8][CH3:9])=[O:7])=[CH:4][C:3]=4[N:12]=3)=[CH:19][CH:18]=2)[C:29]2[O:28][C:27]([CH:30]([CH3:31])[CH3:32])=[CH:26][C:25]=2[CH:24]=1, predict the reactants needed to synthesize it. The reactants are: [NH2:1][C:2]1[CH:11]=[CH:10][C:5]([C:6]([O:8][CH3:9])=[O:7])=[CH:4][C:3]=1[NH:12][C:13]([C:15]1[O:16][C:17]([CH2:20][C:21]2[C:29]3[O:28][C:27]([CH:30]([CH3:32])[CH3:31])=[CH:26][C:25]=3[CH:24]=[C:23]([Cl:33])[CH:22]=2)=[CH:18][CH:19]=1)=O. (6) Given the product [ClH:24].[CH3:27][NH:28][CH2:22][C:3]1[C:2]([CH3:1])=[C:6]([C:7]2[CH:12]=[CH:11][CH:10]=[CH:9][CH:8]=2)[N:5]([S:13]([C:16]2[CH:17]=[CH:18][CH:19]=[CH:20][CH:21]=2)(=[O:14])=[O:15])[CH:4]=1, predict the reactants needed to synthesize it. The reactants are: [CH3:1][C:2]1[C:3]([CH:22]=O)=[CH:4][N:5]([S:13]([C:16]2[CH:21]=[CH:20][CH:19]=[CH:18][CH:17]=2)(=[O:15])=[O:14])[C:6]=1[C:7]1[CH:12]=[CH:11][CH:10]=[CH:9][CH:8]=1.[Cl-:24].C[NH3+].[C:27]([BH3-])#[N:28].[Na+].